This data is from Full USPTO retrosynthesis dataset with 1.9M reactions from patents (1976-2016). The task is: Predict the reactants needed to synthesize the given product. (1) Given the product [Cl:1][C:2]1[CH:7]=[CH:6][C:5]([C@@H:8]2[S:12][C:11](=[C:19]([C:20]([O:22][CH2:23][CH3:24])=[O:21])[N+:16]([O-:18])=[O:17])[NH:10][C@H:9]2[CH3:15])=[CH:4][CH:3]=1, predict the reactants needed to synthesize it. The reactants are: [Cl:1][C:2]1[CH:7]=[CH:6][C:5]([C@@H:8]2[S:12][C:11](SC)=[N:10][C@H:9]2[CH3:15])=[CH:4][CH:3]=1.[N+:16]([CH2:19][C:20]([O:22][CH2:23][CH3:24])=[O:21])([O-:18])=[O:17]. (2) Given the product [CH3:38][N:37]([CH3:39])[CH2:36][CH2:35][CH2:34][O:22][C:17]1[CH:18]=[CH:19][CH:20]=[C:21]2[C:16]=1[CH2:15][CH2:14][CH2:13][CH:12]2[C:10]([N:9]([CH2:8][C:6]1[CH:5]=[N:4][N:3]([CH2:1][CH3:2])[CH:7]=1)[C:23]1[CH:24]=[CH:25][C:26]([CH:29]([CH3:30])[CH3:31])=[CH:27][CH:28]=1)=[O:11], predict the reactants needed to synthesize it. The reactants are: [CH2:1]([N:3]1[CH:7]=[C:6]([CH2:8][N:9]([C:23]2[CH:28]=[CH:27][C:26]([CH:29]([CH3:31])[CH3:30])=[CH:25][CH:24]=2)[C:10]([CH:12]2[C:21]3[C:16](=[C:17]([OH:22])[CH:18]=[CH:19][CH:20]=3)[CH2:15][CH2:14][CH2:13]2)=[O:11])[CH:5]=[N:4]1)[CH3:2].Cl.Cl[CH2:34][CH2:35][CH2:36][N:37]([CH3:39])[CH3:38]. (3) The reactants are: [CH3:1][N:2]1[C:6]([CH3:7])=[N:5][N:4]=[C:3]1[CH2:8][OH:9]. Given the product [CH3:1][N:2]1[C:6]([CH3:7])=[N:5][N:4]=[C:3]1[CH:8]=[O:9], predict the reactants needed to synthesize it. (4) Given the product [NH2:41][C:39]([CH3:44])([CH3:40])[CH2:38][O:37][C:36]1[CH:35]=[CH:34][C:32]([NH:33][C:6](=[O:7])[C:5]2[CH:9]=[CH:10][CH:11]=[C:3]([C:2]([F:13])([F:12])[F:1])[CH:4]=2)=[CH:31][C:30]=1[C:25]1[N:26]([CH3:29])[N:27]=[CH:28][C:24]=1[Br:23], predict the reactants needed to synthesize it. The reactants are: [F:1][C:2]([F:13])([F:12])[C:3]1[CH:4]=[C:5]([CH:9]=[CH:10][CH:11]=1)[C:6](Cl)=[O:7].C(N(CC)C(C)C)(C)C.[Br:23][C:24]1[CH:28]=[N:27][N:26]([CH3:29])[C:25]=1[C:30]1[CH:31]=[C:32]([CH:34]=[CH:35][C:36]=1[O:37][CH2:38][C:39]([CH3:44])([N+:41]([O-])=O)[CH3:40])[NH2:33].C(O)(=O)C.[OH-].[NH4+]. (5) Given the product [CH2:1]([O:3][C:4]([CH:6]1[CH2:10][CH2:9][CH2:8][CH:7]1[NH:17][CH:12]1[CH2:16][CH2:15][CH2:14][CH2:13]1)=[O:5])[CH3:2], predict the reactants needed to synthesize it. The reactants are: [CH2:1]([O:3][C:4]([CH:6]1[CH2:10][CH2:9][CH2:8][C:7]1=O)=[O:5])[CH3:2].[CH:12]1([NH2:17])[CH2:16][CH2:15][CH2:14][CH2:13]1.C([BH3-])#N.[Na+]. (6) Given the product [OH:13][CH:12]([C:14]1[CH:19]=[CH:18][N:17]=[CH:16][CH:15]=1)[CH2:11][N:7]1[C:8]2[CH:9]=[CH:10][C:2]([CH3:1])=[CH:3][C:4]=2[C:5]2[CH2:23][N:22]([C:32]([O:34][CH2:35][CH3:36])=[O:33])[CH2:21][CH2:20][C:6]1=2, predict the reactants needed to synthesize it. The reactants are: [CH3:1][C:2]1[CH:10]=[CH:9][C:8]2[N:7]([CH2:11][CH:12]([C:14]3[CH:19]=[CH:18][N:17]=[CH:16][CH:15]=3)[OH:13])[C:6]3[CH2:20][CH2:21][NH:22][CH2:23][C:5]=3[C:4]=2[CH:3]=1.C(N(CC)CC)C.Cl[C:32]([O:34][CH2:35][CH3:36])=[O:33]. (7) Given the product [Cl:31][C:32]1[CH:37]=[CH:36][C:35]([C:38]([F:39])([F:40])[F:41])=[CH:34][C:33]=1[O:42][C:25]1[S:26][CH:27]=[C:23]([C:21]([NH:20][C:15]2[C:16]([O:18][CH3:19])=[N:17][C:12]([NH:11][CH2:10][CH2:9][OH:8])=[N:13][C:14]=2[O:29][CH3:30])=[O:22])[N:24]=1, predict the reactants needed to synthesize it. The reactants are: [Si]([O:8][CH2:9][CH2:10][NH:11][C:12]1[N:17]=[C:16]([O:18][CH3:19])[C:15]([NH:20][C:21]([C:23]2[N:24]=[C:25](Cl)[S:26][CH:27]=2)=[O:22])=[C:14]([O:29][CH3:30])[N:13]=1)(C(C)(C)C)(C)C.[Cl:31][C:32]1[CH:37]=[CH:36][C:35]([C:38]([F:41])([F:40])[F:39])=[CH:34][C:33]=1[OH:42].C(=O)([O-])[O-].[K+].[K+]. (8) Given the product [CH2:1]([O:8][CH2:9][CH2:10][C:11]1([NH2:12])[CH2:14][CH2:13]1)[C:2]1[CH:7]=[CH:6][CH:5]=[CH:4][CH:3]=1, predict the reactants needed to synthesize it. The reactants are: [CH2:1]([O:8][CH2:9][CH2:10][C:11]#[N:12])[C:2]1[CH:7]=[CH:6][CH:5]=[CH:4][CH:3]=1.[CH2:13]([Mg]Br)[CH3:14].B(F)(F)F.CCOCC.[OH-].[Na+].Cl. (9) Given the product [Cl:1][C:2]1[CH:3]=[CH:4][C:5]([C:9]2[O:10][CH:11]=[CH:12][N:13]=2)=[C:6]([O-:8])[CH:7]=1.[Na+:23], predict the reactants needed to synthesize it. The reactants are: [Cl:1][C:2]1[CH:3]=[CH:4][C:5]([C:9]2[O:10][CH:11]=[CH:12][N:13]=2)=[C:6]([OH:8])[CH:7]=1.C1(C)C=CC=CC=1.C[O-].[Na+:23].